The task is: Binary Classification. Given a T-cell receptor sequence (or CDR3 region) and an epitope sequence, predict whether binding occurs between them.. This data is from TCR-epitope binding with 47,182 pairs between 192 epitopes and 23,139 TCRs. (1) The epitope is GLCTLVAML. The TCR CDR3 sequence is CASSLPGLAETQYF. Result: 0 (the TCR does not bind to the epitope). (2) The epitope is HPKVSSEVHI. Result: 0 (the TCR does not bind to the epitope). The TCR CDR3 sequence is CASSHLAGAYEQYF.